Dataset: Reaction yield outcomes from USPTO patents with 853,638 reactions. Task: Predict the reaction yield, written as a fraction of the theoretical maximum amount of product (1.0 means a 100% yield; for example, 0.34 means a 34% yield). (1) The reactants are [NH2:1][C@@H:2]([C:6]([OH:8])=[O:7])[CH2:3][CH2:4][OH:5].C([O-])([O-])=O.[K+].[K+].[Cl:15][C:16]1[C:23]([CH3:24])=[C:22](F)[CH:21]=[CH:20][C:17]=1[C:18]#[N:19]. The catalyst is CS(C)=O. The product is [Cl:15][C:16]1[C:23]([CH3:24])=[C:22]([NH:1][C@H:2]([CH2:3][CH2:4][OH:5])[C:6]([OH:8])=[O:7])[CH:21]=[CH:20][C:17]=1[C:18]#[N:19]. The yield is 0.600. (2) The reactants are C(O[C:4]([C:6]1[N:7]2[CH:13]=[C:12]([C:14]3[CH:19]=[CH:18][CH:17]=[CH:16][C:15]=3[N+:20]([O-:22])=[O:21])[N:11]=[C:8]2[S:9][CH:10]=1)=O)C.[OH-:23].[Na+].C1[CH2:29][O:28]CC1.O. No catalyst specified. The product is [N+:20]([C:15]1[CH:16]=[CH:17][CH:18]=[CH:19][C:14]=1[C:12]1[N:11]=[C:8]2[N:7]([CH:13]=1)[C:6]([CH2:4][C:29]([OH:28])=[O:23])=[CH:10][S:9]2)([O-:22])=[O:21]. The yield is 0.990.